From a dataset of Full USPTO retrosynthesis dataset with 1.9M reactions from patents (1976-2016). Predict the reactants needed to synthesize the given product. (1) Given the product [N:1]([C:2]1[CH:7]=[CH:6][C:5]([N:8]2[CH2:13][CH2:12][O:11][C:10]3[CH:14]=[C:15]([S:18]([N:21]([CH2:27][C:28]4[CH:33]=[CH:32][C:31]([O:34][CH3:35])=[CH:30][CH:29]=4)[C:22]4[S:23][CH:24]=[CH:25][N:26]=4)(=[O:20])=[O:19])[CH:16]=[CH:17][C:9]2=3)=[C:4]([Br:36])[CH:3]=1)=[N+:44]=[N-:45], predict the reactants needed to synthesize it. The reactants are: [NH2:1][C:2]1[CH:7]=[CH:6][C:5]([N:8]2[CH2:13][CH2:12][O:11][C:10]3[CH:14]=[C:15]([S:18]([N:21]([CH2:27][C:28]4[CH:33]=[CH:32][C:31]([O:34][CH3:35])=[CH:30][CH:29]=4)[C:22]4[S:23][CH:24]=[CH:25][N:26]=4)(=[O:20])=[O:19])[CH:16]=[CH:17][C:9]2=3)=[C:4]([Br:36])[CH:3]=1.N(OC(C)(C)C)=O.[N:44]([Si](C)(C)C)=[N+:45]=[N-]. (2) Given the product [F:1][C:2]1[CH:9]=[CH:8][C:5]([CH2:6][NH:7][C:13]([C:15]2[N:16]=[C:17]([N:24]3[CH2:29][CH2:28][CH:27]([OH:30])[CH2:26][CH2:25]3)[N:18]([CH3:23])[C:19](=[O:22])[C:20]=2[OH:21])=[O:12])=[CH:4][CH:3]=1, predict the reactants needed to synthesize it. The reactants are: [F:1][C:2]1[CH:9]=[CH:8][C:5]([CH2:6][NH2:7])=[CH:4][CH:3]=1.C([O:12][C:13]([C:15]1[N:16]=[C:17]([N:24]2[CH2:29][CH2:28][CH:27]([O:30]C(=O)C(F)(F)F)[CH2:26][CH2:25]2)[N:18]([CH3:23])[C:19](=[O:22])[C:20]=1[OH:21])=O)C. (3) Given the product [OH:20][C:21]1[CH:22]=[C:23]([C:27]#[C:28][C:2]2[CH:3]=[N:4][CH:5]=[C:6]([CH:19]=2)[C:7]([N:9]=[S@@:10]([CH3:18])(=[O:17])[C:11]2[CH:16]=[CH:15][CH:14]=[CH:13][CH:12]=2)=[O:8])[CH:24]=[CH:25][CH:26]=1, predict the reactants needed to synthesize it. The reactants are: Br[C:2]1[CH:3]=[N:4][CH:5]=[C:6]([CH:19]=1)[C:7]([N:9]=[S@@:10]([CH3:18])(=[O:17])[C:11]1[CH:16]=[CH:15][CH:14]=[CH:13][CH:12]=1)=[O:8].[OH:20][C:21]1[CH:22]=[C:23]([C:27]#[CH:28])[CH:24]=[CH:25][CH:26]=1.